From a dataset of Catalyst prediction with 721,799 reactions and 888 catalyst types from USPTO. Predict which catalyst facilitates the given reaction. (1) Reactant: [CH3:1][O:2][C:3]([C:5]1[S:9][C:8]2[CH:10]=[C:11](Cl)[CH:12]=[CH:13][C:7]=2[C:6]=1[O:15][CH2:16][C:17]([O:19][C:20]([CH3:23])([CH3:22])[CH3:21])=[O:18])=[O:4].[F-].[K+].[C:26]1(B(O)O)[CH:31]=[CH:30][CH:29]=[CH:28][CH:27]=1. Product: [CH3:1][O:2][C:3]([C:5]1[S:9][C:8]2[CH:10]=[C:11]([C:26]3[CH:31]=[CH:30][CH:29]=[CH:28][CH:27]=3)[CH:12]=[CH:13][C:7]=2[C:6]=1[O:15][CH2:16][C:17]([O:19][C:20]([CH3:23])([CH3:22])[CH3:21])=[O:18])=[O:4]. The catalyst class is: 110. (2) Reactant: [Br:1][C:2]1[CH:7]=[CH:6][C:5]([CH:8]2[O:13][CH2:12][CH:11]([OH:14])[CH2:10][CH2:9]2)=[CH:4][CH:3]=1.CC(OI1(OC(C)=O)(OC(C)=O)OC(=O)C2C=CC=CC1=2)=O. Product: [Br:1][C:2]1[CH:7]=[CH:6][C:5]([CH:8]2[O:13][CH2:12][C:11](=[O:14])[CH2:10][CH2:9]2)=[CH:4][CH:3]=1. The catalyst class is: 2. (3) Product: [C:1]([O:4][C@@H:5]1[C@H:9]([O:10][C:11](=[O:13])[CH3:12])[C@@H:8]([CH2:14][O:15][C:16](=[O:18])[CH3:17])[O:7][C@H:6]1[N:19]1[CH:27]=[N:26][C:25]2[C:20]1=[N:21][CH:22]=[N:23][C:24]=2[N:33]1[CH:34]=[CH:35][C:30](=[O:29])[CH:31]=[CH:32]1)(=[O:3])[CH3:2]. Reactant: [C:1]([O:4][C@@H:5]1[C@H:9]([O:10][C:11](=[O:13])[CH3:12])[C@@H:8]([CH2:14][O:15][C:16](=[O:18])[CH3:17])[O:7][C@H:6]1[N:19]1[CH:27]=[N:26][C:25]2[C:20]1=[N:21][CH:22]=[N:23][C:24]=2Cl)(=[O:3])[CH3:2].[OH:29][C:30]1[CH:35]=[CH:34][N:33]=[CH:32][CH:31]=1.CCN(C(C)C)C(C)C. The catalyst class is: 23. (4) Reactant: C(NC(C)C)(C)C.[Li]CCCC.[C:13]1([C:19]#[C:20][C:21]2[CH:22]=[C:23]([CH2:27][C:28]([OH:30])=[O:29])[CH:24]=[CH:25][CH:26]=2)[CH:18]=[CH:17][CH:16]=[CH:15][CH:14]=1.[CH:31](=[O:38])[C:32]1[CH:37]=[CH:36][CH:35]=[CH:34][CH:33]=1. Product: [OH:38][C@@H:31]([C:32]1[CH:37]=[CH:36][CH:35]=[CH:34][CH:33]=1)[C@H:27]([C:23]1[CH:24]=[CH:25][CH:26]=[C:21]([C:20]#[C:19][C:13]2[CH:14]=[CH:15][CH:16]=[CH:17][CH:18]=2)[CH:22]=1)[C:28]([OH:30])=[O:29]. The catalyst class is: 7. (5) Product: [CH2:9]([O:8][C:3]1[CH:4]=[CH:5][CH:6]=[CH:7][C:2]=1[CH2:13][CH2:12][OH:11])[CH3:10]. Reactant: Br[C:2]1[CH:7]=[CH:6][CH:5]=[CH:4][C:3]=1[O:8][CH2:9][CH3:10].[O:11]1[CH2:13][CH2:12]1. The catalyst class is: 1.